From a dataset of Catalyst prediction with 721,799 reactions and 888 catalyst types from USPTO. Predict which catalyst facilitates the given reaction. (1) Reactant: [OH:1][CH:2]1[CH2:7][CH2:6][N:5]([C:8]([O:10][C:11]([CH3:14])([CH3:13])[CH3:12])=[O:9])[CH2:4][CH2:3]1.[H-].[Na+].Cl.Cl[C:19]1[CH:24]=[CH:23][N:22]=[CH:21][C:20]=1[C:25]([F:28])([F:27])[F:26].Cl. Product: [F:26][C:25]([F:28])([F:27])[C:20]1[CH:21]=[N:22][CH:23]=[CH:24][C:19]=1[O:1][CH:2]1[CH2:3][CH2:4][N:5]([C:8]([O:10][C:11]([CH3:14])([CH3:13])[CH3:12])=[O:9])[CH2:6][CH2:7]1. The catalyst class is: 145. (2) Reactant: [C:1]([O:5][C:6](=[O:22])[CH2:7][N:8]=[C:9]([C:16]1[CH:21]=[CH:20][CH:19]=[CH:18][CH:17]=1)[C:10]1[CH:15]=[CH:14][CH:13]=[CH:12][CH:11]=1)([CH3:4])([CH3:3])[CH3:2].C[Si]([N-][Si](C)(C)C)(C)C.[Na+].Br[CH2:34][CH2:35][CH:36]=[CH2:37]. Product: [C:1]([O:5][C:6](=[O:22])[CH:7]([N:8]=[C:9]([C:10]1[CH:11]=[CH:12][CH:13]=[CH:14][CH:15]=1)[C:16]1[CH:17]=[CH:18][CH:19]=[CH:20][CH:21]=1)[CH2:37][CH2:36][CH:35]=[CH2:34])([CH3:4])([CH3:2])[CH3:3]. The catalyst class is: 1. (3) Product: [NH2:8][C:4]1[N:5]=[CH:6][N:7]=[C:2]([NH:15][C@H:16]([C:19]2[N:28]([CH:29]3[CH2:31][CH2:30]3)[C:27](=[O:32])[C:26]3[C:21](=[CH:22][CH:23]=[CH:24][C:25]=3[CH3:33])[N:20]=2)[CH2:17][CH3:18])[C:3]=1[C:9]1[O:10][C:11]([CH3:14])=[N:12][N:13]=1. The catalyst class is: 114. Reactant: Cl[C:2]1[N:7]=[CH:6][N:5]=[C:4]([NH2:8])[C:3]=1[C:9]1[O:10][C:11]([CH3:14])=[N:12][N:13]=1.[NH2:15][C@H:16]([C:19]1[N:28]([CH:29]2[CH2:31][CH2:30]2)[C:27](=[O:32])[C:26]2[C:21](=[CH:22][CH:23]=[CH:24][C:25]=2[CH3:33])[N:20]=1)[CH2:17][CH3:18].CCN(C(C)C)C(C)C.CCOC(C)=O. (4) Reactant: [CH2:1]([N:8]1[CH:12]=[C:11](Br)[C:10]([CH3:14])=[N:9]1)[C:2]1[CH:7]=[CH:6][CH:5]=[CH:4][CH:3]=1.[CH3:15][C:16]1([CH3:32])[C:20]([CH3:22])([CH3:21])[O:19][B:18]([B:18]2[O:19][C:20]([CH3:22])([CH3:21])[C:16]([CH3:32])([CH3:15])[O:17]2)[O:17]1.CC([O-])=O.[K+]. Product: [CH2:1]([N:8]1[CH:12]=[C:11]([B:18]2[O:19][C:20]([CH3:22])([CH3:21])[C:16]([CH3:32])([CH3:15])[O:17]2)[C:10]([CH3:14])=[N:9]1)[C:2]1[CH:7]=[CH:6][CH:5]=[CH:4][CH:3]=1. The catalyst class is: 418. (5) Reactant: [NH2:1][C:2]1[S:3][C:4]2[C:10]([C:11]3[CH:16]=[CH:15][CH:14]=[CH:13][CH:12]=3)=[CH:9][CH:8]=[C:7]([O:17][CH3:18])[C:5]=2[N:6]=1.[C:19]([N:27]=[C:28]=[S:29])(=[O:26])[C:20]1[CH:25]=[CH:24][CH:23]=[CH:22][CH:21]=1. Product: [C:19]([NH:27][C:28]([NH:1][C:2]1[S:3][C:4]2[C:10]([C:11]3[CH:16]=[CH:15][CH:14]=[CH:13][CH:12]=3)=[CH:9][CH:8]=[C:7]([O:17][CH3:18])[C:5]=2[N:6]=1)=[S:29])(=[O:26])[C:20]1[CH:25]=[CH:24][CH:23]=[CH:22][CH:21]=1. The catalyst class is: 12. (6) Reactant: Cl.[Cl:2][CH2:3][C:4]1[N:5]=[C:6]([NH2:9])[S:7][CH:8]=1.[Cl:10][C:11]1[CH:12]=[C:13]([CH:18]=[CH:19][C:20]=1[Cl:21])[CH2:14][N:15]=[C:16]=[O:17].CCN(C(C)C)C(C)C. The catalyst class is: 2. Product: [Cl:10][C:11]1[CH:12]=[C:13]([CH:18]=[CH:19][C:20]=1[Cl:21])[CH2:14][NH:15][C:16]([NH:9][C:6]1[S:7][CH:8]=[C:4]([CH2:3][Cl:2])[N:5]=1)=[O:17]. (7) Reactant: N12CCCN=C1CCCCC2.Cl.[NH2:13][CH2:14][C:15]1[CH:23]=[CH:22][CH:21]=[C:20]2[C:16]=1[C:17](=[O:33])[N:18]([CH:25]1[CH2:30][CH2:29][C:28](=[O:31])[NH:27][C:26]1=[O:32])[C:19]2=[O:24].[N+](C1C=CC([N:43]([CH:47]2[CH2:51][CH2:50][CH2:49][CH2:48]2)[C:44](=O)[O-:45])=CC=1)([O-])=O. Product: [O:32]=[C:26]1[CH:25]([N:18]2[C:17](=[O:33])[C:16]3[C:20](=[CH:21][CH:22]=[CH:23][C:15]=3[CH2:14][NH:13][C:44]([NH:43][CH:47]3[CH2:51][CH2:50][CH2:49][CH2:48]3)=[O:45])[C:19]2=[O:24])[CH2:30][CH2:29][C:28](=[O:31])[NH:27]1. The catalyst class is: 10.